This data is from Forward reaction prediction with 1.9M reactions from USPTO patents (1976-2016). The task is: Predict the product of the given reaction. (1) Given the reactants [C:1]([NH:4][C:5]1[CH:6]=[C:7]([C:11]2[CH:16]=[N:15][CH:14]=[C:13](Cl)[N:12]=2)[CH:8]=[CH:9][CH:10]=1)(=[O:3])[CH3:2].[O:18]1[C:22]([C:23]2[CH:24]=[C:25]([CH:27]=[CH:28][CH:29]=2)[NH2:26])=[CH:21][N:20]=[CH:19]1.C1C=CC(P(C2C(C3C(P(C4C=CC=CC=4)C4C=CC=CC=4)=CC=C4C=3C=CC=C4)=C3C(C=CC=C3)=CC=2)C2C=CC=CC=2)=CC=1.CC(C)([O-])C.[Na+], predict the reaction product. The product is: [O:18]1[C:22]([C:23]2[CH:24]=[C:25]([NH:26][C:13]3[N:12]=[C:11]([C:7]4[CH:6]=[C:5]([NH:4][C:1](=[O:3])[CH3:2])[CH:10]=[CH:9][CH:8]=4)[CH:16]=[N:15][CH:14]=3)[CH:27]=[CH:28][CH:29]=2)=[CH:21][N:20]=[CH:19]1. (2) Given the reactants [OH-].[Li+].O.[CH:4]([C:6]1[CH:7]=[CH:8][C:9]([O:22][CH2:23][C:24]2[CH:29]=[CH:28][CH:27]=[CH:26][CH:25]=2)=[C:10]([CH:21]=1)[C:11]([O:13]CC1C=CC=CC=1)=[O:12])=[O:5], predict the reaction product. The product is: [CH:4]([C:6]1[CH:7]=[CH:8][C:9]([O:22][CH2:23][C:24]2[CH:29]=[CH:28][CH:27]=[CH:26][CH:25]=2)=[C:10]([CH:21]=1)[C:11]([OH:13])=[O:12])=[O:5]. (3) The product is: [CH3:1][O:2][C:3]1[C:12]2[C:7](=[CH:8][CH:9]=[CH:10][CH:11]=2)[C:6]([O:13][CH3:14])=[C:5]([CH3:15])[C:4]=1[CH2:16][CH:17]=[C:18]([CH:19]1[S:26][CH2:22][CH2:23][CH2:24][S:25]1)[CH3:21]. Given the reactants [CH3:1][O:2][C:3]1[C:12]2[C:7](=[CH:8][CH:9]=[CH:10][CH:11]=2)[C:6]([O:13][CH3:14])=[C:5]([CH3:15])[C:4]=1[CH2:16][CH:17]=[C:18]([CH3:21])[CH:19]=O.[CH2:22]([SH:26])[CH2:23][CH2:24][SH:25].II, predict the reaction product. (4) Given the reactants [Cl:1][C:2]1[CH:3]=[C:4]([CH:10]=O)[C:5](=[O:9])[N:6]([CH3:8])[N:7]=1.Cl.[NH2:13][OH:14], predict the reaction product. The product is: [Cl:1][C:2]1[CH:3]=[C:4]([CH:10]=[N:13][OH:14])[C:5](=[O:9])[N:6]([CH3:8])[N:7]=1. (5) The product is: [ClH:35].[NH2:26][CH2:25][CH2:24][NH:23][C:21](=[O:22])[CH2:20][CH2:19][CH2:18][CH2:17][CH2:16][N:9]1[C:8]2[C:3](=[CH:4][CH:5]=[CH:6][CH:7]=2)[C:2](=[O:1])[C:15]2[CH:14]=[CH:13][CH:12]=[CH:11][C:10]1=2. Given the reactants [O:1]=[C:2]1[C:15]2[CH:14]=[CH:13][CH:12]=[CH:11][C:10]=2[N:9]([CH2:16][CH2:17][CH2:18][CH2:19][CH2:20][C:21]([NH:23][CH2:24][CH2:25][NH:26]C(=O)OC(C)(C)C)=[O:22])[C:8]2[C:3]1=[CH:4][CH:5]=[CH:6][CH:7]=2.C(Cl)[Cl:35], predict the reaction product. (6) Given the reactants Cl[C:2]1[C:11]2[C:6](=[CH:7][C:8]([C:12]3[CH:17]=[CH:16][CH:15]=[CH:14][CH:13]=3)=[CH:9][CH:10]=2)[N:5]=[CH:4][C:3]=1[N+:18]([O-:20])=[O:19].[CH3:21][S:22][CH2:23][CH2:24][CH2:25][NH2:26], predict the reaction product. The product is: [CH3:21][S:22][CH2:23][CH2:24][CH2:25][NH:26][C:2]1[C:11]2[C:6](=[CH:7][C:8]([C:12]3[CH:17]=[CH:16][CH:15]=[CH:14][CH:13]=3)=[CH:9][CH:10]=2)[N:5]=[CH:4][C:3]=1[N+:18]([O-:20])=[O:19]. (7) Given the reactants [CH3:1][O:2][C:3](=[O:12])[CH:4]([C:6]1[CH:11]=[CH:10][CH:9]=[CH:8][CH:7]=1)Br.C(N(CC)CC)C.[C:20]([N:23]1[CH2:28][CH2:27][NH:26][CH2:25][CH2:24]1)(=[O:22])[CH3:21], predict the reaction product. The product is: [CH3:1][O:2][C:3](=[O:12])[CH:4]([N:26]1[CH2:27][CH2:28][N:23]([C:20](=[O:22])[CH3:21])[CH2:24][CH2:25]1)[C:6]1[CH:11]=[CH:10][CH:9]=[CH:8][CH:7]=1. (8) Given the reactants [CH3:1][C:2]1[CH:6]=[C:5]([CH3:7])[NH:4][C:3]=1[CH:8]=[O:9].[Cl:10][C:11]1[CH:18]=[C:17]([Cl:19])[CH:16]=[CH:15][C:12]=1[CH2:13]Cl.CN(C)C=O.[H-].[Na+], predict the reaction product. The product is: [Cl:10][C:11]1[CH:18]=[C:17]([Cl:19])[CH:16]=[CH:15][C:12]=1[CH2:13][N:4]1[C:5]([CH3:7])=[CH:6][C:2]([CH3:1])=[C:3]1[CH:8]=[O:9]. (9) Given the reactants [Cl:1][C:2]1[CH:17]=[CH:16][C:5]2[N:6]([CH2:11][CH:12]3[CH2:15][O:14][CH2:13]3)[C:7]([CH2:9]Cl)=[N:8][C:4]=2[CH:3]=1.[NH:18]1[C:22]2=[CH:23][N:24]=[CH:25][CH:26]=[C:21]2[C:20]2([CH2:28][CH2:27]2)[C:19]1=[O:29].C(=O)([O-])[O-].[Cs+].[Cs+], predict the reaction product. The product is: [Cl:1][C:2]1[CH:17]=[CH:16][C:5]2[N:6]([CH2:11][CH:12]3[CH2:15][O:14][CH2:13]3)[C:7]([CH2:9][N:18]3[C:22]4=[CH:23][N:24]=[CH:25][CH:26]=[C:21]4[C:20]4([CH2:27][CH2:28]4)[C:19]3=[O:29])=[N:8][C:4]=2[CH:3]=1. (10) Given the reactants [CH3:1]C1(C)C2C(=C(P(C3C=CC=CC=3)C3C=CC=CC=3)C=CC=2)OC2C(P(C3C=CC=CC=3)C3C=CC=CC=3)=CC=CC1=2.CC([O-])(C)C.[Na+].[N:49]1([C:74]2[CH:79]=[CH:78][CH:77]=[CH:76][N:75]=2)[CH2:54][CH2:53][CH:52]([O:55][N:56]=[C:57]2[CH2:62][CH2:61][N:60]([C:63]3[CH:68]=[CH:67][C:66]([S:69]([CH3:72])(=[O:71])=[O:70])=[CH:65][C:64]=3[F:73])[CH2:59][CH2:58]2)[CH2:51][CH2:50]1.BrC1C=CC(C)=CN=1, predict the reaction product. The product is: [CH3:1][C:77]1[CH:78]=[CH:79][C:74]([N:49]2[CH2:54][CH2:53][CH:52]([O:55][N:56]=[C:57]3[CH2:62][CH2:61][N:60]([C:63]4[CH:68]=[CH:67][C:66]([S:69]([CH3:72])(=[O:71])=[O:70])=[CH:65][C:64]=4[F:73])[CH2:59][CH2:58]3)[CH2:51][CH2:50]2)=[N:75][CH:76]=1.